Dataset: Full USPTO retrosynthesis dataset with 1.9M reactions from patents (1976-2016). Task: Predict the reactants needed to synthesize the given product. (1) Given the product [C:1]([NH:4][CH2:5][C:6]([NH:24][C:25]1[CH:30]=[CH:29][CH:28]=[CH:27][C:26]=1[C:31](=[O:32])[C:33]1[CH:38]=[CH:37][C:36]([F:39])=[CH:35][CH:34]=1)=[O:8])(=[O:3])[CH3:2], predict the reactants needed to synthesize it. The reactants are: [C:1]([NH:4][CH2:5][C:6]([OH:8])=O)(=[O:3])[CH3:2].C(N(CC)CC)C.ClC(OCC(C)C)=O.[NH2:24][C:25]1[CH:30]=[CH:29][CH:28]=[CH:27][C:26]=1[C:31]([C:33]1[CH:38]=[CH:37][C:36]([F:39])=[CH:35][CH:34]=1)=[O:32]. (2) Given the product [CH3:1][O:2][C:3](=[O:20])[C:4]1[CH:9]=[C:8]([C:10](=[O:11])[C:12]2[CH:17]=[CH:16][C:15]([NH:26][C:25]3[CH:27]=[CH:28][C:22]([Cl:21])=[CH:23][CH:24]=3)=[CH:14][N:13]=2)[CH:7]=[CH:6][C:5]=1[F:19], predict the reactants needed to synthesize it. The reactants are: [CH3:1][O:2][C:3](=[O:20])[C:4]1[CH:9]=[C:8]([C:10]([C:12]2[CH:17]=[CH:16][C:15](Br)=[CH:14][N:13]=2)=[O:11])[CH:7]=[CH:6][C:5]=1[F:19].[Cl:21][C:22]1[CH:28]=[CH:27][C:25]([NH2:26])=[CH:24][CH:23]=1.